Dataset: TCR-epitope binding with 47,182 pairs between 192 epitopes and 23,139 TCRs. Task: Binary Classification. Given a T-cell receptor sequence (or CDR3 region) and an epitope sequence, predict whether binding occurs between them. (1) The epitope is WICLLQFAY. The TCR CDR3 sequence is CASSPLLAGGTNEQFF. Result: 1 (the TCR binds to the epitope). (2) The epitope is LPRRSGAAGA. The TCR CDR3 sequence is CASSQWAGANNEQFF. Result: 1 (the TCR binds to the epitope). (3) Result: 1 (the TCR binds to the epitope). The epitope is GTSGSPIINR. The TCR CDR3 sequence is CASSPAGGTYEQYF. (4) The epitope is ALLADKFPV. The TCR CDR3 sequence is CASSFGATEAFF. Result: 1 (the TCR binds to the epitope). (5) The epitope is HPKVSSEVHI. Result: 0 (the TCR does not bind to the epitope). The TCR CDR3 sequence is CASSLTNRGLNMNTEAFF.